From a dataset of Catalyst prediction with 721,799 reactions and 888 catalyst types from USPTO. Predict which catalyst facilitates the given reaction. (1) Reactant: [Cl:1][C:2]1[CH:11]=[CH:10][CH:9]=[C:8]2[C:3]=1[C:4](=[O:27])[N:5]([C@@H:23]1[CH2:25][C@@H:24]1[F:26])[C:6]([C@@H:12]([NH:15]C(=O)OC(C)(C)C)[CH2:13][CH3:14])=[N:7]2.Cl. Product: [NH2:15][C@H:12]([C:6]1[N:5]([C@@H:23]2[CH2:25][C@@H:24]2[F:26])[C:4](=[O:27])[C:3]2[C:8](=[CH:9][CH:10]=[CH:11][C:2]=2[Cl:1])[N:7]=1)[CH2:13][CH3:14]. The catalyst class is: 161. (2) Reactant: [Br:1][C:2]1[CH:7]=[CH:6][CH:5]=[C:4](Br)[N:3]=1.[CH3:9][NH:10][CH3:11]. Product: [Br:1][C:2]1[N:3]=[C:4]([N:10]([CH3:11])[CH3:9])[CH:5]=[CH:6][CH:7]=1. The catalyst class is: 8. (3) Reactant: [NH2:1][C@@H:2]([C:6]([OH:8])=[O:7])[C@@H:3]([CH3:5])[OH:4].C([O-])([O-])=O.[K+].[K+].F[C:16]1[C:25]2[C:20](=[CH:21][CH:22]=[CH:23][CH:24]=2)[C:19]([C:26]#[N:27])=[CH:18][CH:17]=1. Product: [C:26]([C:19]1[C:20]2[C:25](=[CH:24][CH:23]=[CH:22][CH:21]=2)[C:16]([NH:1][C@H:2]([C@H:3]([OH:4])[CH3:5])[C:6]([OH:8])=[O:7])=[CH:17][CH:18]=1)#[N:27]. The catalyst class is: 16. (4) Reactant: [Cl:1][C:2]1[CH:10]=[C:9]([F:11])[C:8]([F:12])=[CH:7][C:3]=1[C:4]([NH2:6])=[O:5].C(Cl)(=O)[C:14](Cl)=[O:15]. Product: [Cl:1][C:2]1[CH:10]=[C:9]([F:11])[C:8]([F:12])=[CH:7][C:3]=1[C:4]([N:6]=[C:14]=[O:15])=[O:5]. The catalyst class is: 4. (5) Reactant: [Cl:1][C:2]1[N:7]=[C:6](Cl)[C:5]([N+:9]([O-:11])=[O:10])=[CH:4][N:3]=1.[CH2:12]([O:14][C:15]1[CH:20]=[CH:19][C:18]([NH2:21])=[CH:17][CH:16]=1)[CH3:13]. Product: [Cl:1][C:2]1[N:7]=[C:6]([NH:21][C:18]2[CH:19]=[CH:20][C:15]([O:14][CH2:12][CH3:13])=[CH:16][CH:17]=2)[C:5]([N+:9]([O-:11])=[O:10])=[CH:4][N:3]=1. The catalyst class is: 12.